This data is from NCI-60 drug combinations with 297,098 pairs across 59 cell lines. The task is: Regression. Given two drug SMILES strings and cell line genomic features, predict the synergy score measuring deviation from expected non-interaction effect. (1) Drug 1: CC=C1C(=O)NC(C(=O)OC2CC(=O)NC(C(=O)NC(CSSCCC=C2)C(=O)N1)C(C)C)C(C)C. Drug 2: C1CN(CCN1C(=O)CCBr)C(=O)CCBr. Cell line: MDA-MB-231. Synergy scores: CSS=45.0, Synergy_ZIP=-2.12, Synergy_Bliss=-0.198, Synergy_Loewe=0.361, Synergy_HSA=1.03. (2) Drug 1: C1=CC(=CC=C1CC(C(=O)O)N)N(CCCl)CCCl.Cl. Cell line: UACC62. Drug 2: C1=CC(=CC=C1CCCC(=O)O)N(CCCl)CCCl. Synergy scores: CSS=29.6, Synergy_ZIP=-9.62, Synergy_Bliss=-3.99, Synergy_Loewe=-2.66, Synergy_HSA=-1.24. (3) Drug 1: CC(CN1CC(=O)NC(=O)C1)N2CC(=O)NC(=O)C2. Drug 2: C1=CC=C(C=C1)NC(=O)CCCCCCC(=O)NO. Cell line: HT29. Synergy scores: CSS=32.7, Synergy_ZIP=-8.48, Synergy_Bliss=-0.472, Synergy_Loewe=0.553, Synergy_HSA=1.22. (4) Synergy scores: CSS=29.2, Synergy_ZIP=0.410, Synergy_Bliss=-0.781, Synergy_Loewe=-9.95, Synergy_HSA=-0.485. Cell line: HCT-15. Drug 1: C1CCN(CC1)CCOC2=CC=C(C=C2)C(=O)C3=C(SC4=C3C=CC(=C4)O)C5=CC=C(C=C5)O. Drug 2: C1=NC2=C(N=C(N=C2N1C3C(C(C(O3)CO)O)F)Cl)N.